The task is: Predict the reaction yield, written as a fraction of the theoretical maximum amount of product (1.0 means a 100% yield; for example, 0.34 means a 34% yield).. This data is from Reaction yield outcomes from USPTO patents with 853,638 reactions. (1) The reactants are Cl[C:2]1[N:7]=[C:6]([C:8]2[C:16]3[C:11](=[CH:12][CH:13]=[CH:14][CH:15]=3)[N:10]([CH3:17])[CH:9]=2)[CH:5]=[CH:4][N:3]=1.O.C1(C)C=CC(S(O)(=O)=O)=CC=1.[Br:30][C:31]1[C:37]([N+:38]([O-:40])=[O:39])=[CH:36][C:34]([NH2:35])=[C:33]([O:41][CH3:42])[CH:32]=1. The catalyst is CC(O)CCC. The product is [Br:30][C:31]1[C:37]([N+:38]([O-:40])=[O:39])=[CH:36][C:34]([NH:35][C:2]2[N:7]=[C:6]([C:8]3[C:16]4[C:11](=[CH:12][CH:13]=[CH:14][CH:15]=4)[N:10]([CH3:17])[CH:9]=3)[CH:5]=[CH:4][N:3]=2)=[C:33]([O:41][CH3:42])[CH:32]=1. The yield is 0.740. (2) The catalyst is CO. The product is [C:33]([C:22]1[CH:21]=[C:20]([CH2:19][O:18][C:15]2[CH:16]=[CH:17][C:12]([C:10]3[N:9]([CH:37]4[CH2:38][CH2:39][CH2:40][CH2:41][CH2:42]4)[C:8]4[CH:43]=[CH:44][C:5]([C:3]([OH:4])=[O:2])=[CH:6][C:7]=4[N:11]=3)=[C:13]([F:36])[CH:14]=2)[C:25]([C:26]2[CH:31]=[CH:30][C:29]([Cl:32])=[CH:28][CH:27]=2)=[CH:24][CH:23]=1)(=[O:35])[NH2:34]. The yield is 0.830. The reactants are C[O:2][C:3]([C:5]1[CH:44]=[CH:43][C:8]2[N:9]([CH:37]3[CH2:42][CH2:41][CH2:40][CH2:39][CH2:38]3)[C:10]([C:12]3[CH:17]=[CH:16][C:15]([O:18][CH2:19][C:20]4[C:25]([C:26]5[CH:31]=[CH:30][C:29]([Cl:32])=[CH:28][CH:27]=5)=[CH:24][CH:23]=[C:22]([C:33](=[O:35])[NH2:34])[CH:21]=4)=[CH:14][C:13]=3[F:36])=[N:11][C:7]=2[CH:6]=1)=[O:4].[OH-].[Na+].Cl. (3) The reactants are C(OC([NH:8][C:9]1[CH2:10][C:11]([C:31](=[O:47])[N:32]([CH2:36][CH2:37][CH2:38][O:39][Si](C(C)(C)C)(C)C)[CH2:33][CH2:34][CH3:35])=[CH:12][C:13]2[CH:19]=[CH:18][C:17]([C:20]3[CH:30]=[CH:29][C:23]([C:24]([O:26][CH2:27][CH3:28])=[O:25])=[CH:22][CH:21]=3)=[CH:16][C:14]=2[N:15]=1)=O)(C)(C)C. The catalyst is ClCCl.C(O)(C(F)(F)F)=O. The product is [NH2:8][C:9]1[CH2:10][C:11]([C:31](=[O:47])[N:32]([CH2:36][CH2:37][CH2:38][OH:39])[CH2:33][CH2:34][CH3:35])=[CH:12][C:13]2[CH:19]=[CH:18][C:17]([C:20]3[CH:30]=[CH:29][C:23]([C:24]([O:26][CH2:27][CH3:28])=[O:25])=[CH:22][CH:21]=3)=[CH:16][C:14]=2[N:15]=1. The yield is 0.350. (4) The reactants are [Br:1][C:2]1[CH:3]=[N+:4]([O-])[CH:5]=[CH:6][CH:7]=1.[CH3:9][C:10]1([CH3:18])[O:15][C:14](=[O:16])[CH2:13][C:12](=[O:17])[O:11]1. The catalyst is C(OC(=O)C)(=O)C. The product is [Br:1][C:2]1[CH:7]=[CH:6][C:5](=[C:13]2[C:14](=[O:16])[O:15][C:10]([CH3:18])([CH3:9])[O:11][C:12]2=[O:17])[NH:4][CH:3]=1. The yield is 0.200. (5) The reactants are [CH3:1][O:2][C:3]1[CH:4]=[C:5]([NH2:15])[CH:6]=[C:7]([C:9]2[CH:14]=[CH:13][CH:12]=[CH:11][CH:10]=2)[CH:8]=1.[C:16]([N:24]=[C:25]=[S:26])(=[O:23])[C:17]1[CH:22]=[CH:21][CH:20]=[CH:19][CH:18]=1. The catalyst is CC(C)=O. The product is [C:16]([NH:24][C:25]([NH:15][C:5]1[CH:6]=[C:7]([C:9]2[CH:14]=[CH:13][CH:12]=[CH:11][CH:10]=2)[CH:8]=[C:3]([O:2][CH3:1])[CH:4]=1)=[S:26])(=[O:23])[C:17]1[CH:22]=[CH:21][CH:20]=[CH:19][CH:18]=1. The yield is 0.860. (6) The reactants are [CH2:1]([N:3]([CH2:7][CH3:8])[CH2:4][CH2:5][NH2:6])[CH3:2].S=[C:10]1[CH2:14][S:13][C:12](=[O:15])[NH:11]1.[CH:16]([C:18]1[C:19]([O:37][CH3:38])=[C:20]([CH:34]=[CH:35][CH:36]=1)[O:21][C:22]1[CH:29]=[CH:28][C:25]([C:26]#[N:27])=[CH:24][C:23]=1[C:30]([F:33])([F:32])[F:31])=O.CC(C)([O-])C.[K+].[Cl-].[NH4+]. The catalyst is C(O)C. The product is [CH2:1]([N:3]([CH2:7][CH3:8])[CH2:4][CH2:5][NH:6][C:10]1=[N:11][C:12](=[O:15])[S:13]/[C:14]/1=[CH:16]\[C:18]1[C:19]([O:37][CH3:38])=[C:20]([CH:34]=[CH:35][CH:36]=1)[O:21][C:22]1[CH:29]=[CH:28][C:25]([C:26]#[N:27])=[CH:24][C:23]=1[C:30]([F:31])([F:32])[F:33])[CH3:2]. The yield is 0.570. (7) The catalyst is C1(C)C=CC=CC=1. The reactants are [NH:1]1[CH2:6][CH2:5][S:4][CH2:3][CH2:2]1.[Cl:7][CH2:8][CH2:9]Br. The product is [Cl:7][CH2:8][CH2:9][N:1]1[CH2:6][CH2:5][S:4][CH2:3][CH2:2]1. The yield is 0.220.